Dataset: Full USPTO retrosynthesis dataset with 1.9M reactions from patents (1976-2016). Task: Predict the reactants needed to synthesize the given product. Given the product [CH3:1][N:2]([CH3:14])[C@H:3]1[CH2:12][CH2:11][C:10]2[C:5](=[CH:6][C:7]([NH2:13])=[CH:8][CH:9]=2)[CH2:4]1.[CH3:1][N:2]([CH3:14])[C@@H:3]1[CH2:12][CH2:11][C:10]2[C:5](=[CH:6][C:7]([NH2:13])=[CH:8][CH:9]=2)[CH2:4]1, predict the reactants needed to synthesize it. The reactants are: [CH3:1][N:2]([CH3:14])[CH:3]1[CH2:12][CH2:11][C:10]2[C:5](=[CH:6][C:7]([NH2:13])=[CH:8][CH:9]=2)[CH2:4]1.CCCCCC.C(O)(C)C.C(NCC)C.